This data is from Forward reaction prediction with 1.9M reactions from USPTO patents (1976-2016). The task is: Predict the product of the given reaction. (1) Given the reactants C(O)(C(F)(F)F)=O.[CH:8]1([N:11]2[C:15]3[C:16]([O:32][C@@H:33]([C@H:35]4[CH2:39][NH:38][C:37](=[O:40])[CH2:36]4)[CH3:34])=[CH:17][C:18]([C:20]4[CH:25]=[CH:24][C:23]([N:26]5[CH2:31][CH2:30][NH:29][CH2:28][CH2:27]5)=[CH:22][CH:21]=4)=[CH:19][C:14]=3[N:13]=[CH:12]2)[CH2:10][CH2:9]1.CCN(C(C)C)C(C)C.[O:50]1[CH2:53][C:52](=O)[CH2:51]1.C(O[BH-](OC(=O)C)OC(=O)C)(=O)C.[Na+], predict the reaction product. The product is: [CH:8]1([N:11]2[C:15]3[C:16]([O:32][C@@H:33]([C@H:35]4[CH2:39][NH:38][C:37](=[O:40])[CH2:36]4)[CH3:34])=[CH:17][C:18]([C:20]4[CH:21]=[CH:22][C:23]([N:26]5[CH2:31][CH2:30][N:29]([CH:52]6[CH2:53][O:50][CH2:51]6)[CH2:28][CH2:27]5)=[CH:24][CH:25]=4)=[CH:19][C:14]=3[N:13]=[CH:12]2)[CH2:9][CH2:10]1. (2) Given the reactants N1C2C=CC=CC=2N=C1C1CCN(CCC2OC(=O)C(CC)(CC)C2)CC1.[N:28]1([C:34]2[CH:39]=[CH:38][CH:37]=[CH:36][C:35]=2[OH:40])[CH2:33][CH2:32][NH:31][CH2:30][CH2:29]1.N1(C2C=CC=CC=2C#N)CCNCC1.CC1C=CC(S(O[CH2:66][CH2:67][CH:68]2[CH2:72][C:71]3([CH2:77][CH2:76][CH2:75][CH2:74][CH2:73]3)[C:70](=[O:78])[O:69]2)(=O)=O)=CC=1.CC1C=CC(S(OCCC2CC(CC)(CC)C(=O)O2)(=O)=O)=CC=1, predict the reaction product. The product is: [OH:40][C:35]1[CH:36]=[CH:37][CH:38]=[CH:39][C:34]=1[N:28]1[CH2:29][CH2:30][N:31]([CH2:66][CH2:67][CH:68]2[CH2:72][C:71]3([CH2:73][CH2:74][CH2:75][CH2:76][CH2:77]3)[C:70](=[O:78])[O:69]2)[CH2:32][CH2:33]1. (3) Given the reactants [NH:1]1[CH2:6][CH:5]=[C:4]([C:7]2[C:15]3[C:10](=[CH:11][CH:12]=[CH:13][CH:14]=3)[NH:9][CH:8]=2)[CH2:3][CH2:2]1, predict the reaction product. The product is: [NH:1]1[CH2:6][CH2:5][CH:4]([C:7]2[C:15]3[C:10](=[CH:11][CH:12]=[CH:13][CH:14]=3)[NH:9][CH:8]=2)[CH2:3][CH2:2]1. (4) Given the reactants C(OC([N:8]1[C:16]2[C:11](=[C:12]([CH2:23][O:24][Si:25]([C:28]([CH3:31])([CH3:30])[CH3:29])([CH3:27])[CH3:26])[C:13]([C:17]3[CH:18]=[N:19][N:20]([CH3:22])[CH:21]=3)=[CH:14][CH:15]=2)[CH2:10][CH2:9]1)=O)(C)(C)C.FC(F)(F)C(O)=O.O.C([O-])(O)=O.[Na+], predict the reaction product. The product is: [Si:25]([O:24][CH2:23][C:12]1[C:13]([C:17]2[CH:18]=[N:19][N:20]([CH3:22])[CH:21]=2)=[CH:14][CH:15]=[C:16]2[C:11]=1[CH2:10][CH2:9][NH:8]2)([C:28]([CH3:30])([CH3:31])[CH3:29])([CH3:26])[CH3:27]. (5) The product is: [Br:1][C:2]1[CH:7]=[CH:6][C:5]([C:8]([N:10]2[CH2:14][CH2:13][C@H:12]([N:21]([CH3:20])[CH2:22][CH:23]([CH3:25])[CH3:24])[CH2:11]2)=[O:9])=[CH:4][CH:3]=1. Given the reactants [Br:1][C:2]1[CH:7]=[CH:6][C:5]([C:8]([N:10]2[CH2:14][CH2:13][C@@H:12](OS(C)(=O)=O)[CH2:11]2)=[O:9])=[CH:4][CH:3]=1.[CH3:20][NH:21][CH2:22][CH:23]([CH3:25])[CH3:24], predict the reaction product. (6) Given the reactants [Cl:1][C:2]1[CH:31]=[C:30]([Cl:32])[CH:29]=[CH:28][C:3]=1[O:4][C:5]1[CH:10]=[CH:9][CH:8]=[CH:7][C:6]=1[NH:11][S:12]([C:15]1[CH:27]=[CH:26][C:18]([C:19]([NH:21][CH2:22][C:23](O)=[O:24])=[O:20])=[CH:17][CH:16]=1)(=[O:14])=[O:13].Cl.Cl.[NH2:35][CH2:36][C:37]1[CH:47]=[CH:46][C:40]([CH2:41][NH:42][C:43]([NH2:45])=[NH:44])=[CH:39][CH:38]=1, predict the reaction product. The product is: [ClH:1].[Cl:1][C:2]1[CH:31]=[C:30]([Cl:32])[CH:29]=[CH:28][C:3]=1[O:4][C:5]1[CH:10]=[CH:9][CH:8]=[CH:7][C:6]=1[NH:11][S:12]([C:15]1[CH:16]=[CH:17][C:18]([C:19]([NH:21][CH2:22][C:23](=[O:24])[NH:35][CH2:36][C:37]2[CH:38]=[CH:39][C:40]([CH2:41][NH:42][C:43]([NH2:45])=[NH:44])=[CH:46][CH:47]=2)=[O:20])=[CH:26][CH:27]=1)(=[O:14])=[O:13]. (7) Given the reactants [C:1]([C:5]1[CH:10]=[C:9]([O:11][CH3:12])[CH:8]=[C:7]([C:13]([CH3:16])([CH3:15])[CH3:14])[C:6]=1[OH:17])([CH3:4])([CH3:3])[CH3:2].[C:18](OC(=O)C)(=[O:20])[CH3:19].S(=O)(=O)(O)O.O, predict the reaction product. The product is: [C:18]([O:17][C:6]1[C:7]([C:13]([CH3:16])([CH3:15])[CH3:14])=[CH:8][C:9]([O:11][CH3:12])=[CH:10][C:5]=1[C:1]([CH3:4])([CH3:3])[CH3:2])(=[O:20])[CH3:19]. (8) Given the reactants [CH2:1]([O:3][CH:4]([C:11]1[CH:16]=[CH:15][C:14]([OH:17])=[CH:13][CH:12]=1)[CH2:5][C:6]([O:8][CH2:9][CH3:10])=[O:7])[CH3:2].[F:18][C:19]([F:29])([F:28])[C:20]1[CH:25]=[CH:24][C:23]([CH2:26]O)=[CH:22][CH:21]=1.C1(P(C2C=CC=CC=2)C2C=CC=CC=2)C=CC=CC=1.C1(C)C=CC=CC=1.N(C(OCC)=O)=NC(OCC)=O, predict the reaction product. The product is: [CH2:1]([O:3][CH:4]([C:11]1[CH:12]=[CH:13][C:14]([O:17][CH2:26][C:23]2[CH:22]=[CH:21][C:20]([C:19]([F:18])([F:28])[F:29])=[CH:25][CH:24]=2)=[CH:15][CH:16]=1)[CH2:5][C:6]([O:8][CH2:9][CH3:10])=[O:7])[CH3:2].